Dataset: Forward reaction prediction with 1.9M reactions from USPTO patents (1976-2016). Task: Predict the product of the given reaction. The product is: [C:24]([NH:16][C:8]1[CH:9]=[CH:10][CH:11]=[C:12]2[C:7]=1[N:6]=[C:5]([C:3]([OH:2])=[O:4])[CH:14]=[C:13]2[OH:15])(=[O:26])[CH3:25]. Given the reactants C[O:2][C:3]([C:5]1[CH:14]=[C:13]([OH:15])[C:12]2[C:7](=[C:8]([NH2:16])[CH:9]=[CH:10][CH:11]=2)[N:6]=1)=[O:4].C(N(CC)CC)C.[C:24](Cl)(=[O:26])[CH3:25].[OH-].[Na+].Cl, predict the reaction product.